This data is from Forward reaction prediction with 1.9M reactions from USPTO patents (1976-2016). The task is: Predict the product of the given reaction. Given the reactants [NH2:1][C:2]1[C:7]([NH2:8])=[CH:6][C:5]([Br:9])=[CH:4][N:3]=1.[C:10](O)(=O)[CH3:11].C(OC(=O)C)(=O)C, predict the reaction product. The product is: [Br:9][C:5]1[CH:6]=[C:7]2[N:8]=[C:10]([CH3:11])[NH:1][C:2]2=[N:3][CH:4]=1.